The task is: Predict which catalyst facilitates the given reaction.. This data is from Catalyst prediction with 721,799 reactions and 888 catalyst types from USPTO. Reactant: N(C(C)(C)C#N)=NC(C)(C)C#N.[Br:13]N1C(=O)CCC1=O.[F:21][C:22]1[CH:23]=[C:24]2[C:29](=[CH:30][CH:31]=1)[N:28]([CH3:32])[C:27](=[O:33])[CH:26]=[C:25]2[CH3:34]. Product: [Br:13][CH2:34][C:25]1[C:24]2[C:29](=[CH:30][CH:31]=[C:22]([F:21])[CH:23]=2)[N:28]([CH3:32])[C:27](=[O:33])[CH:26]=1. The catalyst class is: 53.